Dataset: hERG Central: cardiac toxicity at 1µM, 10µM, and general inhibition. Task: Predict hERG channel inhibition at various concentrations. (1) The compound is O=C(C1CCCN(c2ncnc3c2nc2n3CCCCC2)C1)N1CCN(c2ccc(F)cc2)CC1. Results: hERG_inhib (hERG inhibition (general)): blocker. (2) The compound is O=C1CN(C(=O)/C=C/c2ccc(Cl)cc2)c2ccccc2N1. Results: hERG_inhib (hERG inhibition (general)): blocker. (3) The molecule is Clc1ccc(-n2cccc2CN2CCc3c([nH]c4ccccc34)C2c2ccccn2)nc1. Results: hERG_inhib (hERG inhibition (general)): blocker. (4) The drug is CC1CC(C)CN(c2ncnc3c2cnn3C)C1. Results: hERG_inhib (hERG inhibition (general)): blocker.